From a dataset of Forward reaction prediction with 1.9M reactions from USPTO patents (1976-2016). Predict the product of the given reaction. Given the reactants I[C:2]1[C:10]2[CH:9]=[C:8]([C:11]3[CH:16]=[CH:15][CH:14]=[CH:13][CH:12]=3)[N:7]=[N:6][C:5]=2[N:4]([S:17]([C:20]2[CH:25]=[CH:24][CH:23]=[CH:22][CH:21]=2)(=[O:19])=[O:18])[CH:3]=1.[Cl-].[Li+].[CH3:28][N:29]1[CH:33]=[C:32](B2OC(C)(C)C(C)(C)O2)[CH:31]=[N:30]1.C(=O)([O-])[O-].[Na+].[Na+], predict the reaction product. The product is: [CH3:28][N:29]1[CH:33]=[C:32]([C:2]2[C:10]3[CH:9]=[C:8]([C:11]4[CH:16]=[CH:15][CH:14]=[CH:13][CH:12]=4)[N:7]=[N:6][C:5]=3[N:4]([S:17]([C:20]3[CH:25]=[CH:24][CH:23]=[CH:22][CH:21]=3)(=[O:19])=[O:18])[CH:3]=2)[CH:31]=[N:30]1.